From a dataset of Forward reaction prediction with 1.9M reactions from USPTO patents (1976-2016). Predict the product of the given reaction. (1) Given the reactants [CH3:1][C:2]1[CH:20]=[CH:19][CH:18]=[CH:17][C:3]=1[C:4]([NH:6][C:7]1[C:16]2[CH2:15][CH2:14][CH2:13][CH2:12][C:11]=2[CH:10]=[CH:9][CH:8]=1)=[O:5].Cl[S:22]([OH:25])(=[O:24])=[O:23], predict the reaction product. The product is: [CH3:1][C:2]1[CH:20]=[CH:19][CH:18]=[CH:17][C:3]=1[C:4]([NH:6][C:7]1[C:16]2[CH2:15][CH2:14][CH2:13][CH2:12][C:11]=2[C:10]([S:22]([OH:25])(=[O:24])=[O:23])=[CH:9][CH:8]=1)=[O:5]. (2) Given the reactants [F:1][C:2]1[CH:3]=[C:4]([CH:17]=[CH:18][C:19]=1[S:20]([CH3:23])(=[O:22])=[O:21])[CH2:5][N:6]1C(=O)C2C(=CC=CC=2)C1=O.O.NN, predict the reaction product. The product is: [F:1][C:2]1[CH:3]=[C:4]([CH:17]=[CH:18][C:19]=1[S:20]([CH3:23])(=[O:22])=[O:21])[CH2:5][NH2:6].